Dataset: Forward reaction prediction with 1.9M reactions from USPTO patents (1976-2016). Task: Predict the product of the given reaction. (1) Given the reactants [F:1][C:2]1[CH:3]=[CH:4][C:5]2[N:11]([CH3:12])[C:10](=[O:13])[CH:9]([NH:14]C(=O)OCC3C=CC=CC=3)[N:8]=[C:7]([CH2:25][C:26]3[CH:31]=[CH:30][C:29]([O:32][C:33]([F:36])([F:35])[F:34])=[CH:28][CH:27]=3)[C:6]=2[CH:37]=1, predict the reaction product. The product is: [NH2:14][CH:9]1[N:8]=[C:7]([CH2:25][C:26]2[CH:27]=[CH:28][C:29]([O:32][C:33]([F:34])([F:35])[F:36])=[CH:30][CH:31]=2)[C:6]2[CH:37]=[C:2]([F:1])[CH:3]=[CH:4][C:5]=2[N:11]([CH3:12])[C:10]1=[O:13]. (2) The product is: [CH2:1]([O:8][C:9]1[C:10]([CH:22]([OH:24])[CH3:23])=[N:11][C:12]([Cl:15])=[CH:13][CH:14]=1)[C:2]1[CH:7]=[CH:6][CH:5]=[CH:4][CH:3]=1. Given the reactants [CH2:1]([O:8][C:9]1[C:10](I)=[N:11][C:12]([Cl:15])=[CH:13][CH:14]=1)[C:2]1[CH:7]=[CH:6][CH:5]=[CH:4][CH:3]=1.C([Mg]Br)(C)C.[CH:22](=[O:24])[CH3:23].[Cl-].[NH4+], predict the reaction product. (3) The product is: [Cl:17][C:11]1[C:12]([N:14]([CH3:16])[CH3:15])=[CH:13][C:8]2[N:7]=[C:27]([C:28]3[CH:33]=[CH:32][CH:31]=[C:30]([C:34]4[O:35][CH:36]=[C:37]([CH2:39][OH:40])[N:38]=4)[CH:29]=3)[CH2:26][C:25](=[O:48])[NH:18][C:9]=2[CH:10]=1. Given the reactants C(OC(=O)[NH:7][C:8]1[CH:13]=[C:12]([N:14]([CH3:16])[CH3:15])[C:11]([Cl:17])=[CH:10][C:9]=1[NH2:18])(C)(C)C.C(O[C:25](=[O:48])[CH2:26][C:27](=O)[C:28]1[CH:33]=[CH:32][CH:31]=[C:30]([C:34]2[O:35][CH:36]=[C:37]([CH2:39][O:40]C3CCCCO3)[N:38]=2)[CH:29]=1)(C)(C)C.C(O)(C(F)(F)F)=O, predict the reaction product. (4) Given the reactants [ClH:1].[CH3:2][O:3][C:4](=[O:7])[CH2:5][NH2:6].[CH3:8][C:9](=[O:30])[C@@H:10]1[C@:27]2([CH3:28])[C@H:13]([C@H:14]3[C@H:24]([CH2:25][CH2:26]2)[C@:22]2([CH3:23])[C@@H:17]([CH2:18][C:19](=O)[CH2:20][CH2:21]2)[CH2:16][CH2:15]3)[CH2:12][CH2:11]1.[BH4-].[Na+].[OH-].[Na+].Cl, predict the reaction product. The product is: [ClH:1].[CH3:2][O:3][C:4](=[O:7])[CH2:5][NH:6][C@@H:19]1[CH2:20][CH2:21][C@@:22]2([CH3:23])[C@H:17]([CH2:16][CH2:15][C@@H:14]3[C@@H:24]2[CH2:25][CH2:26][C@@:27]2([CH3:28])[C@H:13]3[CH2:12][CH2:11][C@@H:10]2[C:9](=[O:30])[CH3:8])[CH2:18]1. (5) Given the reactants [CH3:1][O:2][C:3]([C@@H:5]1[CH2:9][C:8](=[O:10])[N:7]([C:11]2[CH:16]=[CH:15][C:14]([OH:17])=[CH:13][CH:12]=2)[CH2:6]1)=[O:4].[F:18][C:19]1[CH:26]=[C:25]([F:27])[CH:24]=[C:23]([F:28])[C:20]=1[CH2:21]O, predict the reaction product. The product is: [CH3:1][O:2][C:3]([C@@H:5]1[CH2:9][C:8](=[O:10])[N:7]([C:11]2[CH:12]=[CH:13][C:14]([O:17][CH2:21][C:20]3[C:19]([F:18])=[CH:26][C:25]([F:27])=[CH:24][C:23]=3[F:28])=[CH:15][CH:16]=2)[CH2:6]1)=[O:4].